This data is from Blood-brain barrier penetration binary classification data from Martins et al.. The task is: Regression/Classification. Given a drug SMILES string, predict its absorption, distribution, metabolism, or excretion properties. Task type varies by dataset: regression for continuous measurements (e.g., permeability, clearance, half-life) or binary classification for categorical outcomes (e.g., BBB penetration, CYP inhibition). Dataset: bbb_martins. (1) The drug is COc1ccc2c(c1)CN(C)CC2c1ccc(Cl)c(Cl)c1. The result is 1 (penetrates BBB). (2) The compound is CC(C)(C)C(=O)OC1N=C(c2ccccc2)c2cc(Cl)ccc2NC1=O. The result is 1 (penetrates BBB). (3) The compound is CC(C)[C@@H](CN1CCCC1)N(C)C(=O)Cc1ccc(Cl)c(Cl)c1. The result is 1 (penetrates BBB). (4) The molecule is CCCCC(=O)O[C@]1(C(=O)CO)[C@@H](C)C[C@H]2[C@@H]3CCC4=CC(=O)C=C[C@]4(C)[C@@]3(F)[C@@H](O)C[C@@]21C. The result is 1 (penetrates BBB). (5) The compound is c1ccc2c(CCC3CCNCC3)c[nH]c2c1. The result is 1 (penetrates BBB).